This data is from Reaction yield outcomes from USPTO patents with 853,638 reactions. The task is: Predict the reaction yield, written as a fraction of the theoretical maximum amount of product (1.0 means a 100% yield; for example, 0.34 means a 34% yield). The reactants are [CH:1]1([C:4]2[C:5]([N:24]([C:29]3[CH:34]=[CH:33][C:32]([B:35]4[O:39]C(C)(C)C(C)(C)[O:36]4)=[C:31]([CH2:44][O:45][CH2:46][O:47][CH3:48])[CH:30]=3)[S:25]([CH3:28])(=[O:27])=[O:26])=[CH:6][C:7]3[O:11][C:10]([C:12]4[CH:17]=[CH:16][C:15]([F:18])=[CH:14][CH:13]=4)=[C:9]([C:19]([NH:21][CH3:22])=[O:20])[C:8]=3[CH:23]=2)[CH2:3][CH2:2]1.Cl.I([O-])(=O)(=O)=O.[Na+]. The catalyst is CO.O1CCCC1. The product is [CH:1]1([C:4]2[C:5]([N:24]([C:29]3[CH:34]=[CH:33][C:32]([B:35]([OH:36])[OH:39])=[C:31]([CH2:44][O:45][CH2:46][O:47][CH3:48])[CH:30]=3)[S:25]([CH3:28])(=[O:27])=[O:26])=[CH:6][C:7]3[O:11][C:10]([C:12]4[CH:13]=[CH:14][C:15]([F:18])=[CH:16][CH:17]=4)=[C:9]([C:19](=[O:20])[NH:21][CH3:22])[C:8]=3[CH:23]=2)[CH2:3][CH2:2]1. The yield is 0.290.